From a dataset of Full USPTO retrosynthesis dataset with 1.9M reactions from patents (1976-2016). Predict the reactants needed to synthesize the given product. (1) Given the product [CH3:1][S:2]([N:5]1[CH2:14][CH2:13][C:12]2[C:7](=[CH:8][CH:9]=[C:10]([O:15][CH2:21][CH2:22][CH2:23][CH:24]3[CH2:29][CH2:28][N:27]([C:30]([O:32][C:33]([CH3:34])([CH3:36])[CH3:35])=[O:31])[CH2:26][CH2:25]3)[CH:11]=2)[CH2:6]1)(=[O:4])=[O:3], predict the reactants needed to synthesize it. The reactants are: [CH3:1][S:2]([N:5]1[CH2:14][CH2:13][C:12]2[C:7](=[CH:8][CH:9]=[C:10]([OH:15])[CH:11]=2)[CH2:6]1)(=[O:4])=[O:3].CS(O[CH2:21][CH2:22][CH2:23][CH:24]1[CH2:29][CH2:28][N:27]([C:30]([O:32][C:33]([CH3:36])([CH3:35])[CH3:34])=[O:31])[CH2:26][CH2:25]1)(=O)=O.C([O-])([O-])=O.[Cs+].[Cs+]. (2) Given the product [NH2:28][CH2:2][C:3]1[N:12]=[C:11]([N:13]([C:15]2[CH:20]=[CH:19][C:18]([O:21][CH3:22])=[CH:17][C:16]=2[F:23])[CH3:14])[C:10]2[C:5](=[CH:6][CH:7]=[CH:8][CH:9]=2)[N:4]=1, predict the reactants needed to synthesize it. The reactants are: Cl[CH2:2][C:3]1[N:12]=[C:11]([N:13]([C:15]2[CH:20]=[CH:19][C:18]([O:21][CH3:22])=[CH:17][C:16]=2[F:23])[CH3:14])[C:10]2[C:5](=[CH:6][CH:7]=[CH:8][CH:9]=2)[N:4]=1.Cl.ClCC1N=C(NC2C=CC(OC)=CC=2F)C2C(=CC=CC=2)[N:28]=1.[H-].[Na+].CI. (3) Given the product [F:11][C:12]1[C:17]([F:18])=[C:16]([F:19])[C:15]([F:20])=[C:14]([F:21])[C:13]=1[O:22][C:8]([C:3]1[CH:4]=[CH:5][CH:6]=[CH:7][N:2]=1)=[O:9], predict the reactants needed to synthesize it. The reactants are: Cl.[N:2]1[CH:7]=[CH:6][CH:5]=[CH:4][C:3]=1[C:8](Cl)=[O:9].[F:11][C:12]1[C:17]([F:18])=[C:16]([F:19])[C:15]([F:20])=[C:14]([F:21])[C:13]=1[OH:22].C(N(CC)CC)C. (4) Given the product [CH:40]1([N:32]([C:33]2[CH:38]=[CH:37][C:36]([OH:39])=[CH:35][CH:34]=2)[C:30]([C:23]2[C:24]3[C:29](=[CH:28][CH:27]=[CH:26][CH:25]=3)[N:21]([C:16]3[CH:17]=[C:18]([O:19][CH3:20])[C:13]([OH:12])=[CH:14][C:15]=3[C:46]([N:48]3[C@H:57]([CH2:58][N:59]4[CH2:60][CH2:61][N:62]([CH3:65])[CH2:63][CH2:64]4)[CH2:56][C:55]4[C:50](=[CH:51][CH:52]=[CH:53][CH:54]=4)[CH2:49]3)=[O:47])[CH:22]=2)=[O:31])[CH2:45][CH2:44][CH2:43][CH2:42][CH2:41]1, predict the reactants needed to synthesize it. The reactants are: C([O-])=O.[NH4+].C([O:12][C:13]1[C:18]([O:19][CH3:20])=[CH:17][C:16]([N:21]2[C:29]3[C:24](=[CH:25][CH:26]=[CH:27][CH:28]=3)[C:23]([C:30]([N:32]([CH:40]3[CH2:45][CH2:44][CH2:43][CH2:42][CH2:41]3)[C:33]3[CH:38]=[CH:37][C:36]([OH:39])=[CH:35][CH:34]=3)=[O:31])=[CH:22]2)=[C:15]([C:46]([N:48]2[C@H:57]([CH2:58][N:59]3[CH2:64][CH2:63][N:62]([CH3:65])[CH2:61][CH2:60]3)[CH2:56][C:55]3[C:50](=[CH:51][CH:52]=[CH:53][CH:54]=3)[CH2:49]2)=[O:47])[CH:14]=1)C1C=CC=CC=1. (5) Given the product [Br:13][C:14]([CH3:19])([CH3:18])[C:15]([O:4][CH2:3][CH2:2][CH2:1][OH:5])=[O:16], predict the reactants needed to synthesize it. The reactants are: [CH2:1]([OH:5])[CH2:2][CH2:3][OH:4].C(N(CC)CC)C.[Br:13][C:14]([CH3:19])([CH3:18])[C:15](Br)=[O:16]. (6) Given the product [CH2:2]([O:24][C:18]1[CH:19]=[C:20]([CH3:23])[CH:21]=[CH:22][C:17]=1[CH3:16])[CH2:3][CH2:4][CH2:5][CH2:6][CH2:7][CH2:8][CH2:9][CH2:10][CH2:11][CH2:12][CH2:13][CH2:14][CH3:15], predict the reactants needed to synthesize it. The reactants are: Br[CH2:2][CH2:3][CH2:4][CH2:5][CH2:6][CH2:7][CH2:8][CH2:9][CH2:10][CH2:11][CH2:12][CH2:13][CH2:14][CH3:15].[CH3:16][C:17]1[CH:22]=[CH:21][C:20]([CH3:23])=[CH:19][C:18]=1[OH:24].C([O-])([O-])=O.[K+].[K+].O. (7) Given the product [N:11]12[CH2:16][CH2:15][CH:14]([CH2:13][CH2:12]1)[C@@H:9]([O:8][C:5]1[N:6]=[N:7][C:2]([C:25]3[CH:26]=[CH:27][C:28]4[NH:29][C:30]5[C:35]([C:36]=4[CH:37]=3)=[CH:34][CH:33]=[CH:32][CH:31]=5)=[CH:3][CH:4]=1)[CH2:10]2, predict the reactants needed to synthesize it. The reactants are: Cl[C:2]1[N:7]=[N:6][C:5]([O:8][C@@H:9]2[CH:14]3[CH2:15][CH2:16][N:11]([CH2:12][CH2:13]3)[CH2:10]2)=[CH:4][CH:3]=1.CC1(C)C(C)(C)OB([C:25]2[CH:26]=[CH:27][C:28]3[NH:29][C:30]4[C:35]([C:36]=3[CH:37]=2)=[CH:34][CH:33]=[CH:32][CH:31]=4)O1.C1(P(C2CCCCC2)C2C=CC=CC=2C2C=CC=CC=2)CCCCC1. (8) Given the product [C:18]1(=[O:27])[C:19]2[C:24](=[CH:23][CH:22]=[CH:21][CH:20]=2)[C:25](=[O:26])[NH:17]1, predict the reactants needed to synthesize it. The reactants are: ClC1N=CC(C2N=CN(CCCC[N:17]3[C:25](=[O:26])[C:24]4[C:19](=[CH:20][CH:21]=[CH:22][CH:23]=4)[C:18]3=[O:27])C=2)=CC=1C.ClC1C(C)=CC(C2N=CNC=2)=CN=1.C(=O)([O-])[O-].[K+].[K+].BrCCCCN1C(=O)C2=CC=CC=C2C1=O. (9) The reactants are: [CH3:1][C:2]1[C:7]([CH3:8])=[C:6]([CH3:9])[N:5]=[C:4]([N:10]2[CH2:17][CH:16]3[CH:12]([CH2:13][NH:14][CH2:15]3)[CH2:11]2)[N:3]=1.[F:18][C:19]1[C:20]([N:28]2[N:32]=[CH:31][CH:30]=[N:29]2)=[C:21]([CH:25]=[CH:26][CH:27]=1)[C:22](O)=[O:23]. Given the product [F:18][C:19]1[C:20]([N:28]2[N:32]=[CH:31][CH:30]=[N:29]2)=[C:21]([C:22]([N:14]2[CH2:13][CH:12]3[CH:16]([CH2:17][N:10]([C:4]4[N:5]=[C:6]([CH3:9])[C:7]([CH3:8])=[C:2]([CH3:1])[N:3]=4)[CH2:11]3)[CH2:15]2)=[O:23])[CH:25]=[CH:26][CH:27]=1, predict the reactants needed to synthesize it. (10) Given the product [F:25][C:18]1[CH:19]=[C:20]([CH3:24])[C:21]([F:23])=[CH:22][C:17]=1[CH2:16][O:15][C:12]1[C:11]([C:26]([NH2:27])=[O:28])=[C:10]([NH:9][C:8]([NH:30][CH2:31][CH2:32][CH2:33][CH2:34][N:35]2[CH2:40][CH2:39][CH2:38][CH:37]([OH:41])[CH2:36]2)=[O:29])[S:14][N:13]=1, predict the reactants needed to synthesize it. The reactants are: C1(O[C:8](=[O:29])[NH:9][C:10]2[S:14][N:13]=[C:12]([O:15][CH2:16][C:17]3[CH:22]=[C:21]([F:23])[C:20]([CH3:24])=[CH:19][C:18]=3[F:25])[C:11]=2[C:26](=[O:28])[NH2:27])C=CC=CC=1.[NH2:30][CH2:31][CH2:32][CH2:33][CH2:34][N:35]1[CH2:40][CH2:39][CH2:38][CH:37]([OH:41])[CH2:36]1.